From a dataset of Forward reaction prediction with 1.9M reactions from USPTO patents (1976-2016). Predict the product of the given reaction. (1) The product is: [Br:11][C:12]1[N:17]=[C:16]([NH:18][CH2:8][CH:6]2[CH2:7][C@H:2]([CH3:1])[O:3][C@H:4]([CH3:10])[CH2:5]2)[CH:15]=[CH:14][CH:13]=1. Given the reactants [CH3:1][C@@H:2]1[CH2:7][CH:6]([CH:8]=O)[CH2:5][C@H:4]([CH3:10])[O:3]1.[Br:11][C:12]1[N:17]=[C:16]([NH2:18])[CH:15]=[CH:14][CH:13]=1.C(O[BH-](OC(=O)C)OC(=O)C)(=O)C.[Na+].C(O)(=O)C, predict the reaction product. (2) Given the reactants FC(F)(F)S(O[C:7]1[C:16]2[C:11](=[CH:12][N:13]=[C:14]([Cl:17])[CH:15]=2)[N:10]=[CH:9][CH:8]=1)(=O)=O.[NH:20]1[CH2:25][CH2:24][CH2:23][C@H:22]([NH:26][C:27](=[O:33])[O:28][C:29]([CH3:32])([CH3:31])[CH3:30])[CH2:21]1.CCN(C(C)C)C(C)C, predict the reaction product. The product is: [Cl:17][C:14]1[CH:15]=[C:16]2[C:11](=[CH:12][N:13]=1)[N:10]=[CH:9][CH:8]=[C:7]2[N:20]1[CH2:25][CH2:24][CH2:23][C@H:22]([NH:26][C:27](=[O:33])[O:28][C:29]([CH3:31])([CH3:30])[CH3:32])[CH2:21]1. (3) Given the reactants C(OC(=O)[NH:7][C@H:8]1[CH2:13][CH2:12][CH2:11][CH2:10][C@@H:9]1[CH:14]=O)(C)(C)C.[C:17]1([CH:23]2[CH2:28][CH2:27][CH2:26][NH:25][CH2:24]2)[CH:22]=[CH:21][CH:20]=[CH:19][CH:18]=1.[BH-](OC(C)=O)(OC(C)=O)OC(C)=O.[Na+].[OH-].[Na+].[ClH:45].O1CCOCC1, predict the reaction product. The product is: [ClH:45].[C:17]1([CH:23]2[CH2:28][CH2:27][CH2:26][N:25]([CH2:14][C@H:9]3[CH2:10][CH2:11][CH2:12][CH2:13][C@@H:8]3[NH2:7])[CH2:24]2)[CH:22]=[CH:21][CH:20]=[CH:19][CH:18]=1. (4) Given the reactants Cl.[F:2][C:3]1[CH:8]=[CH:7][C:6]([NH:9][C:10](=[O:13])[NH:11][NH2:12])=[CH:5][CH:4]=1.[O:14]=[C:15]1[C:23](=O)[C:22]2[C:17](=[CH:18][CH:19]=[C:20]([S:25][CH2:26][CH2:27][C:28]3[CH:37]=[CH:36][C:31]([C:32]([O:34][CH3:35])=[O:33])=[CH:30][CH:29]=3)[CH:21]=2)[N:16]1[CH2:38][CH2:39][C:40]1[CH:45]=[CH:44][CH:43]=[CH:42][CH:41]=1, predict the reaction product. The product is: [F:2][C:3]1[CH:4]=[CH:5][C:6]([NH:9][C:10]([NH:11][N:12]=[C:23]2[C:22]3[C:17](=[CH:18][CH:19]=[C:20]([S:25][CH2:26][CH2:27][C:28]4[CH:37]=[CH:36][C:31]([C:32]([O:34][CH3:35])=[O:33])=[CH:30][CH:29]=4)[CH:21]=3)[N:16]([CH2:38][CH2:39][C:40]3[CH:45]=[CH:44][CH:43]=[CH:42][CH:41]=3)[C:15]2=[O:14])=[O:13])=[CH:7][CH:8]=1. (5) The product is: [CH:42]1([CH2:45][C:46]#[C:47][C:2]2[CH:3]=[C:4]3[C:8](=[CH:9][CH:10]=2)[N:7]([CH:11]2[CH2:16][CH2:15][CH2:14][CH2:13][O:12]2)[N:6]=[CH:5]3)[CH2:44][CH2:43]1. Given the reactants Br[C:2]1[CH:3]=[C:4]2[C:8](=[CH:9][CH:10]=1)[N:7]([CH:11]1[CH2:16][CH2:15][CH2:14][CH2:13][O:12]1)[N:6]=[CH:5]2.CCCC[N+](CCCC)(CCCC)CCCC.[F-].C(N(CC)CC)C.[CH:42]1([CH2:45][C:46]#[C:47][Si](C)(C)C)[CH2:44][CH2:43]1, predict the reaction product. (6) Given the reactants [Li]C(CC)C.C1CCCCC1.C(=O)=O.CC(C)=O.CN(CCN(C)C)C.[CH3:27][C:28]([N:31]([CH3:43])[C:32]1[CH:42]=[CH:41][CH:40]=[CH:39][C:33]=1[C:34]([NH:36][CH2:37][CH3:38])=[O:35])([CH3:30])[CH3:29].[Cl:44]C(Cl)(Cl)C(Cl)(Cl)Cl, predict the reaction product. The product is: [Cl:44][C:39]1[CH:40]=[CH:41][CH:42]=[C:32]([N:31]([C:28]([CH3:29])([CH3:30])[CH3:27])[CH3:43])[C:33]=1[C:34]([NH:36][CH2:37][CH3:38])=[O:35].